This data is from Full USPTO retrosynthesis dataset with 1.9M reactions from patents (1976-2016). The task is: Predict the reactants needed to synthesize the given product. (1) Given the product [Cl:1][C:2]1[C:11]2[C:6](=[CH:7][C:8]([O:14][CH2:22][CH2:21][N:15]3[CH2:20][CH2:19][O:18][CH2:17][CH2:16]3)=[C:9]([O:12][CH3:13])[CH:10]=2)[N:5]=[CH:4][N:3]=1, predict the reactants needed to synthesize it. The reactants are: [Cl:1][C:2]1[C:11]2[C:6](=[CH:7][C:8]([OH:14])=[C:9]([O:12][CH3:13])[CH:10]=2)[N:5]=[CH:4][N:3]=1.[N:15]1([CH2:21][CH2:22]O)[CH2:20][CH2:19][O:18][CH2:17][CH2:16]1. (2) The reactants are: FC(F)(F)S(O[C:7]1[C:12]([O:13][CH2:14][CH3:15])=[CH:11][C:10]([CH:16]=[O:17])=[CH:9][C:8]=1[CH:18]1[CH2:20][CH2:19]1)(=O)=O.[F:23][C:24]1[CH:25]=[C:26](B(O)O)[CH:27]=[CH:28][C:29]=1[F:30].[F-].[Cs+].COCCOC. Given the product [CH:18]1([C:8]2[CH:9]=[C:10]([CH:16]=[O:17])[CH:11]=[C:12]([O:13][CH2:14][CH3:15])[C:7]=2[C:27]2[CH:26]=[CH:25][C:24]([F:23])=[C:29]([F:30])[CH:28]=2)[CH2:19][CH2:20]1, predict the reactants needed to synthesize it.